Dataset: Catalyst prediction with 721,799 reactions and 888 catalyst types from USPTO. Task: Predict which catalyst facilitates the given reaction. (1) Product: [F:17][C:18]1[CH:25]=[C:24]([O:26][CH3:27])[CH:23]=[C:22]([F:28])[C:19]=1/[CH:20]=[CH:9]/[C:10]([O:12][CH2:13][CH3:14])=[O:11]. Reactant: C(OP([CH2:9][C:10]([O:12][CH2:13][CH3:14])=[O:11])(OCC)=O)C.[H-].[Na+].[F:17][C:18]1[CH:25]=[C:24]([O:26][CH3:27])[CH:23]=[C:22]([F:28])[C:19]=1[CH:20]=O. The catalyst class is: 54. (2) Reactant: C[O:2][C:3](=[O:23])[C:4]1[C:5](=[C:10]([O:14][CH2:15][C:16]2[CH:21]=[CH:20][CH:19]=[C:18]([CH3:22])[CH:17]=2)[CH:11]=[CH:12][CH:13]=1)[C:6]([O:8]C)=[O:7]. Product: [CH3:22][C:18]1[CH:17]=[C:16]([CH:21]=[CH:20][CH:19]=1)[CH2:15][O:14][C:10]1[CH:11]=[CH:12][CH:13]=[C:4]([C:3]([OH:23])=[O:2])[C:5]=1[C:6]([OH:8])=[O:7]. The catalyst class is: 74. (3) Reactant: [N+:1]([C:4]1[CH:31]=[C:8]([CH:9]=[N:10][C@H:11]([CH3:30])[C:12]([C:22]2[CH:27]=[CH:26][CH:25]=[CH:24][C:23]=2[O:28][CH3:29])([C:14]2[CH:19]=[CH:18][CH:17]=[CH:16][C:15]=2[O:20][CH3:21])[OH:13])[C:7]([OH:32])=[CH:6][CH:5]=1)([O-:3])=[O:2]. Product: [N+:1]([C:4]1[CH:31]=[C:8]([CH:9]=[N:10][CH:11]([CH3:30])[C:12]([C:14]2[CH:19]=[CH:18][CH:17]=[CH:16][C:15]=2[O:20][CH3:21])([C:22]2[CH:27]=[CH:26][CH:25]=[CH:24][C:23]=2[O:28][CH3:29])[OH:13])[C:7]([OH:32])=[CH:6][CH:5]=1)([O-:3])=[O:2]. The catalyst class is: 11.